Dataset: NCI-60 drug combinations with 297,098 pairs across 59 cell lines. Task: Regression. Given two drug SMILES strings and cell line genomic features, predict the synergy score measuring deviation from expected non-interaction effect. (1) Synergy scores: CSS=7.76, Synergy_ZIP=-3.75, Synergy_Bliss=-9.84, Synergy_Loewe=-51.1, Synergy_HSA=-9.84. Cell line: HCT116. Drug 1: C#CCC(CC1=CN=C2C(=N1)C(=NC(=N2)N)N)C3=CC=C(C=C3)C(=O)NC(CCC(=O)O)C(=O)O. Drug 2: C(CC(=O)O)C(=O)CN.Cl. (2) Drug 1: C1CC(=O)NC(=O)C1N2C(=O)C3=CC=CC=C3C2=O. Drug 2: CN(C(=O)NC(C=O)C(C(C(CO)O)O)O)N=O. Cell line: UACC62. Synergy scores: CSS=-10.9, Synergy_ZIP=-5.43, Synergy_Bliss=-30.9, Synergy_Loewe=-34.4, Synergy_HSA=-40.7. (3) Drug 1: CC1CCC2CC(C(=CC=CC=CC(CC(C(=O)C(C(C(=CC(C(=O)CC(OC(=O)C3CCCCN3C(=O)C(=O)C1(O2)O)C(C)CC4CCC(C(C4)OC)O)C)C)O)OC)C)C)C)OC. Drug 2: C1CCC(C(C1)N)N.C(=O)(C(=O)[O-])[O-].[Pt+4]. Cell line: SR. Synergy scores: CSS=53.1, Synergy_ZIP=-2.93, Synergy_Bliss=-2.72, Synergy_Loewe=-2.48, Synergy_HSA=0.584.